From a dataset of Reaction yield outcomes from USPTO patents with 853,638 reactions. Predict the reaction yield, written as a fraction of the theoretical maximum amount of product (1.0 means a 100% yield; for example, 0.34 means a 34% yield). (1) The reactants are C(CC[N:5]1[C:9]([C:10]2[CH:11]=[C:12]([CH:17]=[CH:18][CH:19]=2)[C:13]([O:15]C)=[O:14])=[N:8][N:7]=[N:6]1)#N.O.[OH-].[Li+]. The catalyst is C1COCC1.O.Cl. The product is [NH:8]1[C:9]([C:10]2[CH:11]=[C:12]([CH:17]=[CH:18][CH:19]=2)[C:13]([OH:15])=[O:14])=[N:5][N:6]=[N:7]1. The yield is 0.580. (2) The reactants are O[C@H](C(C)(C)C)[C@@H](N([C:12]1[CH:17]=[CH:16][C:15]([C:18]2[CH:23]=[CH:22][CH:21]=[CH:20][CH:19]=2)=[CH:14][CH:13]=1)C(OC)=O)C(O)=O.O[C@@H:29]([C:51]([CH3:54])([CH3:53])[CH3:52])[C@@H:30]([N:34]([C:39]1C=CC(C2C=CC=CC=2)=CC=1)[C:35]([O:37]C)=[O:36])[C:31]([OH:33])=[O:32].CCN(CC)CC.CN(C(ON1N=NC2C=CC=CC1=2)=[N+](C)C)C.[B-](F)(F)(F)F. The catalyst is C(Cl)Cl. The product is [C:18]1([C:15]2[CH:14]=[CH:13][C:12]([O:37][C:35](=[O:36])[N:34]([CH3:39])[C@H:30]3[C:31](=[O:33])[O:32][C@@H:29]3[C:51]([CH3:54])([CH3:53])[CH3:52])=[CH:17][CH:16]=2)[CH:19]=[CH:20][CH:21]=[CH:22][CH:23]=1. The yield is 0.580. (3) The product is [CH2:1]([O:3][C:4]([C:6]1[CH:7]=[N:8][C:9]2[C:14]([C:15]=1[NH:25][CH:20]1[CH2:24][CH2:23][CH2:22][CH2:21]1)=[CH:13][C:12]([F:17])=[CH:11][C:10]=2[O:18][CH3:19])=[O:5])[CH3:2]. No catalyst specified. The reactants are [CH2:1]([O:3][C:4]([C:6]1[CH:7]=[N:8][C:9]2[C:14]([C:15]=1Cl)=[CH:13][C:12]([F:17])=[CH:11][C:10]=2[O:18][CH3:19])=[O:5])[CH3:2].[CH:20]1([NH2:25])[CH2:24][CH2:23][CH2:22][CH2:21]1. The yield is 1.00. (4) The reactants are [N:1]1[CH:6]=[CH:5][CH:4]=[C:3]([N:7]2[CH2:15][CH2:14][C:9]3([NH:13][CH2:12][CH2:11][CH2:10]3)[CH2:8]2)[CH:2]=1.[C:16](=O)(O)[O-].[Na+]. The catalyst is C(O)=O.C=O. The product is [CH3:16][N:13]1[C:9]2([CH2:14][CH2:15][N:7]([C:3]3[CH:2]=[N:1][CH:6]=[CH:5][CH:4]=3)[CH2:8]2)[CH2:10][CH2:11][CH2:12]1. The yield is 0.936. (5) The reactants are [O:1]=[C:2]1[CH2:6][CH2:5][C@@H:4]([C:7]2[CH:17]=[CH:16][C:10]([O:11][CH2:12][C:13](O)=[O:14])=[CH:9][CH:8]=2)[CH2:3]1.C1N=C[N:20](C(N2C=NC=C2)=O)C=1.[OH-].[NH4+].O. The catalyst is CN(C=O)C. The product is [O:1]=[C:2]1[CH2:6][CH2:5][C@@H:4]([C:7]2[CH:17]=[CH:16][C:10]([O:11][CH2:12][C:13]([NH2:20])=[O:14])=[CH:9][CH:8]=2)[CH2:3]1. The yield is 0.810. (6) The reactants are [Cl:1][C:2]1[CH:7]=[CH:6][C:5]([S:8]([CH2:11][CH:12]([CH2:15][CH2:16][CH2:17][CH3:18])[CH:13]=[O:14])(=[O:10])=[O:9])=[CH:4][CH:3]=1.O[CH:20]([CH:22]=[CH2:23])[CH3:21].C1(C)C=CC(S(O)(=O)=O)=CC=1. The catalyst is C1(C)C=CC=CC=1.C(OCC)(=O)C. The product is [CH2:15]([C:12]([CH2:11][S:8]([C:5]1[CH:4]=[CH:3][C:2]([Cl:1])=[CH:7][CH:6]=1)(=[O:9])=[O:10])([CH2:21]/[CH:20]=[CH:22]/[CH3:23])[CH:13]=[O:14])[CH2:16][CH2:17][CH3:18]. The yield is 0.980. (7) The reactants are Br[C:2]1[CH:26]=[CH:25][C:5]2[N:6]=[C:7]([NH:9][C:10]([N:12]3[CH2:17][CH2:16][C:15](=[CH:18][C:19]4[CH:24]=[CH:23][CH:22]=[CH:21][N:20]=4)[CH2:14][CH2:13]3)=[O:11])[S:8][C:4]=2[CH:3]=1.[N:27]1[CH:32]=[C:31](B(O)O)[CH:30]=[N:29][CH:28]=1.C(=O)([O-])[O-].[Na+].[Na+].[Cl-].[NH4+]. The catalyst is CN(C=O)C.C1C=CC([P]([Pd]([P](C2C=CC=CC=2)(C2C=CC=CC=2)C2C=CC=CC=2)([P](C2C=CC=CC=2)(C2C=CC=CC=2)C2C=CC=CC=2)[P](C2C=CC=CC=2)(C2C=CC=CC=2)C2C=CC=CC=2)(C2C=CC=CC=2)C2C=CC=CC=2)=CC=1. The product is [N:27]1[CH:32]=[C:31]([C:2]2[CH:26]=[CH:25][C:5]3[N:6]=[C:7]([NH:9][C:10]([N:12]4[CH2:17][CH2:16][C:15](=[CH:18][C:19]5[CH:24]=[CH:23][CH:22]=[CH:21][N:20]=5)[CH2:14][CH2:13]4)=[O:11])[S:8][C:4]=3[CH:3]=2)[CH:30]=[N:29][CH:28]=1. The yield is 0.400. (8) The reactants are [H-].[Na+].[CH3:3][N:4]([CH3:34])[C:5]1[CH:6]=[C:7]2[C:12](=[CH:13][C:14]=1[CH:15]=[CH2:16])[CH:11]=[C:10]([C@@:17]1([OH:33])[CH2:21][N:20]([C:22]([O:24][C:25]([CH3:28])([CH3:27])[CH3:26])=[O:23])[C@H:19]([C:29]([O:31][CH3:32])=[O:30])[CH2:18]1)[CH:9]=[CH:8]2.[CH3:35]I. The catalyst is CN(C=O)C. The product is [CH3:34][N:4]([CH3:3])[C:5]1[CH:6]=[C:7]2[C:12](=[CH:13][C:14]=1[CH:15]=[CH2:16])[CH:11]=[C:10]([C@@:17]1([O:33][CH3:35])[CH2:21][N:20]([C:22]([O:24][C:25]([CH3:27])([CH3:28])[CH3:26])=[O:23])[C@H:19]([C:29]([O:31][CH3:32])=[O:30])[CH2:18]1)[CH:9]=[CH:8]2. The yield is 0.870.